Dataset: Forward reaction prediction with 1.9M reactions from USPTO patents (1976-2016). Task: Predict the product of the given reaction. (1) Given the reactants C(=O)([O-])[O-].[Cs+].[Cs+].[NH:7]1[C:11]2[CH:12]=[CH:13][CH:14]=[CH:15][C:10]=2[N:9]=[C:8]1[C:16]([C:18]1[CH:23]=[CH:22][C:21]([OH:24])=[CH:20][CH:19]=1)=[O:17].F[C:26]1[C:31]([CH:32]2[CH2:38][CH2:37][N:36]([CH3:39])[C:35](=[O:40])[CH2:34][CH2:33]2)=[CH:30][CH:29]=[CH:28][N:27]=1, predict the reaction product. The product is: [NH:7]1[C:11]2[CH:12]=[CH:13][CH:14]=[CH:15][C:10]=2[N:9]=[C:8]1[C:16]([C:18]1[CH:23]=[CH:22][C:21]([O:24][C:26]2[C:31]([CH:32]3[CH2:38][CH2:37][N:36]([CH3:39])[C:35](=[O:40])[CH2:34][CH2:33]3)=[CH:30][CH:29]=[CH:28][N:27]=2)=[CH:20][CH:19]=1)=[O:17]. (2) The product is: [CH3:1][O:2][C:3](=[O:32])[CH2:4][C:6]1[C:18]2[CH:17]=[N:16][C:15]([Cl:19])=[CH:14][C:13]=2[N:12]2[C:7]=1[CH2:8][CH2:9][CH:10]([N:20]([S:22]([C:25]1[CH:26]=[CH:27][C:28]([F:31])=[CH:29][CH:30]=1)(=[O:24])=[O:23])[CH3:21])[CH2:11]2. Given the reactants [CH3:1][O:2][C:3](=[O:32])[C:4]([C:6]1[C:18]2[CH:17]=[N:16][C:15]([Cl:19])=[CH:14][C:13]=2[N:12]2[C:7]=1[CH2:8][CH2:9][CH:10]([N:20]([S:22]([C:25]1[CH:30]=[CH:29][C:28]([F:31])=[CH:27][CH:26]=1)(=[O:24])=[O:23])[CH3:21])[CH2:11]2)=O.C(O)(C(F)(F)F)=O.[SiH](CC)(CC)CC, predict the reaction product. (3) The product is: [Cl:1][C:2]1[CH:7]=[C:6]([N+:10]([O-:12])=[O:11])[CH:5]=[C:4]([F:8])[C:3]=1[OH:9]. Given the reactants [Cl:1][C:2]1[CH:7]=[CH:6][CH:5]=[C:4]([F:8])[C:3]=1[OH:9].[N+:10]([O-])([OH:12])=[O:11], predict the reaction product. (4) Given the reactants [F:1][CH:2]([F:26])[O:3][C:4]1[CH:9]=[C:8]([N+:10]([O-])=O)[CH:7]=[CH:6][C:5]=1[N:13]1[CH2:18][CH2:17][CH:16]([N:19]2[CH2:24][CH2:23][N:22]([CH3:25])[CH2:21][CH2:20]2)[CH2:15][CH2:14]1, predict the reaction product. The product is: [F:26][CH:2]([F:1])[O:3][C:4]1[CH:9]=[C:8]([CH:7]=[CH:6][C:5]=1[N:13]1[CH2:18][CH2:17][CH:16]([N:19]2[CH2:20][CH2:21][N:22]([CH3:25])[CH2:23][CH2:24]2)[CH2:15][CH2:14]1)[NH2:10]. (5) Given the reactants C(OC[C@@H](OC(C)(C)C)C1C(C2C=CC(Cl)=CC=2)=C2C(=CC=1C)N=C(N1CCOCC1)C=C2)(=O)C(C)(C)C.C([O:45][CH2:46][C@@H:47]([O:74][C:75]([CH3:78])([CH3:77])[CH3:76])[C:48]1[C:49]([C:67]2[CH:72]=[CH:71][C:70]([Cl:73])=[CH:69][CH:68]=2)=[C:50]2[C:55](=[CH:56][C:57]=1[CH3:58])[N:54]=[C:53]([C:59]#[C:60][C:61]1[CH:66]=[CH:65][CH:64]=[CH:63][CH:62]=1)[CH:52]=[CH:51]2)(=O)C(C)(C)C, predict the reaction product. The product is: [C:75]([O:74][C@@H:47]([C:48]1[C:49]([C:67]2[CH:72]=[CH:71][C:70]([Cl:73])=[CH:69][CH:68]=2)=[C:50]2[C:55](=[CH:56][C:57]=1[CH3:58])[N:54]=[C:53]([C:59]#[C:60][C:61]1[CH:66]=[CH:65][CH:64]=[CH:63][CH:62]=1)[CH:52]=[CH:51]2)[CH2:46][OH:45])([CH3:78])([CH3:76])[CH3:77]. (6) Given the reactants C1(C)C=CC=CC=1.[F:8][C:9]([F:26])([F:25])[C:10]1[CH:15]=[CH:14][C:13]([C:16]2[C:17]([C:22](O)=[O:23])=[CH:18][CH:19]=[CH:20][CH:21]=2)=[CH:12][CH:11]=1.S(Cl)([Cl:29])=O, predict the reaction product. The product is: [F:8][C:9]([F:26])([F:25])[C:10]1[CH:15]=[CH:14][C:13]([C:16]2[C:17]([C:22]([Cl:29])=[O:23])=[CH:18][CH:19]=[CH:20][CH:21]=2)=[CH:12][CH:11]=1. (7) Given the reactants [Br:1][C:2]1[CH:7]=[CH:6][C:5]([C:8]2[CH:13]=[CH:12][CH:11]=[CH:10][CH:9]=2)=[C:4]([S:14]([CH3:17])(=[O:16])=[O:15])[CH:3]=1.BrC1C=CC(I)=C(S(C)(=O)=O)C=1.[Cl:30]C1C=C(B(O)O)C=CC=1, predict the reaction product. The product is: [Br:1][C:2]1[CH:7]=[CH:6][C:5]([C:8]2[CH:13]=[CH:12][CH:11]=[C:10]([Cl:30])[CH:9]=2)=[C:4]([S:14]([CH3:17])(=[O:16])=[O:15])[CH:3]=1.